This data is from Reaction yield outcomes from USPTO patents with 853,638 reactions. The task is: Predict the reaction yield, written as a fraction of the theoretical maximum amount of product (1.0 means a 100% yield; for example, 0.34 means a 34% yield). (1) The reactants are [CH3:1][N:2]([CH3:8])[CH2:3][CH2:4][CH2:5][Mg]Cl.Cl[CH2:10][C:11]1[CH:12]=[C:13]([CH:16]=[CH:17][C:18]=1[C:19](=[O:27])[C:20]1[CH:25]=[CH:24][C:23]([F:26])=[CH:22][CH:21]=1)[C:14]#[N:15].Br. The catalyst is COCCOC. The product is [CH3:1][N:2]([CH3:8])[CH2:3][CH2:4][CH2:5][C:19]1([C:20]2[CH:25]=[CH:24][C:23]([F:26])=[CH:22][CH:21]=2)[C:18]2[C:11](=[CH:12][C:13]([C:14]#[N:15])=[CH:16][CH:17]=2)[CH2:10][O:27]1. The yield is 0.750. (2) The reactants are [Si]([O:8][C@@H:9]1[C@H:13]([CH2:14][OH:15])[CH2:12][C@@H:11]([N:16]2[C:20]3[N:21]=[CH:22][N:23]=[C:24]([C:25]4[N:26]([C:36]([O:38][C:39]([CH3:42])([CH3:41])[CH3:40])=[O:37])[C:27]5[C:32]([CH:33]=4)=[CH:31][C:30]([O:34][CH3:35])=[CH:29][CH:28]=5)[C:19]=3[CH:18]=[CH:17]2)[CH2:10]1)(C(C)(C)C)(C)C.CN(C=O)C.Cl[S:49]([NH2:52])(=[O:51])=[O:50].Cl.C(=O)([O-])[O-].[Na+].[Na+]. The catalyst is CCOC(C)=O.CO. The product is [OH:8][C@@H:9]1[C@H:13]([CH2:14][O:15][S:49](=[O:51])(=[O:50])[NH2:52])[CH2:12][C@@H:11]([N:16]2[C:20]3[N:21]=[CH:22][N:23]=[C:24]([C:25]4[N:26]([C:36]([O:38][C:39]([CH3:42])([CH3:41])[CH3:40])=[O:37])[C:27]5[C:32]([CH:33]=4)=[CH:31][C:30]([O:34][CH3:35])=[CH:29][CH:28]=5)[C:19]=3[CH:18]=[CH:17]2)[CH2:10]1. The yield is 0.710. (3) The reactants are [Br:1]N1C(=O)CCC1=O.[Br:9][C:10]1[C:11]([F:17])=[N:12][CH:13]=[C:14]([CH3:16])[CH:15]=1. The catalyst is C(Cl)(Cl)(Cl)Cl.C(OOC(=O)C1C=CC=CC=1)(=O)C1C=CC=CC=1. The product is [Br:9][C:10]1[C:11]([F:17])=[N:12][CH:13]=[C:14]([CH2:16][Br:1])[CH:15]=1. The yield is 0.212. (4) The reactants are [N:1]1[CH:6]=[CH:5][CH:4]=[C:3]([NH:7][S:8]([C:11]2[CH:12]=[C:13]3[C:17](=[CH:18][CH:19]=2)[NH:16][C:15](=[O:20])[CH2:14]3)(=[O:10])=[O:9])[CH:2]=1.[N:21]1([CH2:26][CH2:27][NH:28][C:29]([C:31]2[C:35]([CH3:36])=[C:34]([CH:37]=O)[NH:33][C:32]=2[CH3:39])=[O:30])[CH2:25][CH2:24][CH2:23][CH2:22]1. No catalyst specified. The product is [N:21]1([CH2:26][CH2:27][NH:28][C:29]([C:31]2[C:35]([CH3:36])=[C:34]([CH:37]=[C:14]3[C:13]4[C:17](=[CH:18][CH:19]=[C:11]([S:8](=[O:10])(=[O:9])[NH:7][C:3]5[CH:2]=[N:1][CH:6]=[CH:5][CH:4]=5)[CH:12]=4)[NH:16][C:15]3=[O:20])[NH:33][C:32]=2[CH3:39])=[O:30])[CH2:25][CH2:24][CH2:23][CH2:22]1. The yield is 0.740. (5) The reactants are [CH:1]([O:4][C:5]1[CH:14]=[C:13]([C:15]([F:18])([F:17])[F:16])[C:12]2[C:7](=[CH:8][CH:9]=[C:10]3[NH:22][CH:21]([CH2:23][C:24]([F:27])([F:26])[F:25])[CH2:20][O:19][C:11]3=2)[N:6]=1)([CH3:3])[CH3:2].[CH2:28]=O.[BH3-]C#N.[Na+].[C:34](O)(=O)[CH3:35]. No catalyst specified. The product is [CH2:34]([C:21]1([CH2:23][C:24]([F:25])([F:26])[F:27])[CH2:20][O:19][C:11]2=[C:12]3[C:7](=[CH:8][CH:9]=[C:10]2[N:22]1[CH3:28])[N:6]=[C:5]([O:4][CH:1]([CH3:3])[CH3:2])[CH:14]=[C:13]3[C:15]([F:16])([F:17])[F:18])[CH3:35]. The yield is 0.650. (6) The reactants are Cl.[CH3:2][NH2:3].[Cl:4][C:5]1[N:6]([S:19]([C:22]2[CH:23]=[N:24][CH:25]=[CH:26][CH:27]=2)(=[O:21])=[O:20])[C:7]([C:12]2[CH:17]=[CH:16][CH:15]=[CH:14][C:13]=2[F:18])=[CH:8][C:9]=1[CH:10]=[O:11].[C:38]([O:37][BH-]([O:37][C:38](=[O:40])[CH3:39])[O:37][C:38](=[O:40])[CH3:39])(=[O:40])[CH3:39].[Na+].C[OH:43]. No catalyst specified. The product is [C:38]([OH:37])(=[O:40])/[CH:39]=[CH:9]/[C:10]([OH:11])=[O:43].[Cl:4][C:5]1[N:6]([S:19]([C:22]2[CH:23]=[N:24][CH:25]=[CH:26][CH:27]=2)(=[O:21])=[O:20])[C:7]([C:12]2[CH:17]=[CH:16][CH:15]=[CH:14][C:13]=2[F:18])=[CH:8][C:9]=1[CH2:10][NH:3][CH3:2]. The yield is 0.290.